This data is from Forward reaction prediction with 1.9M reactions from USPTO patents (1976-2016). The task is: Predict the product of the given reaction. (1) Given the reactants [Sn](Cl)Cl.[Br:4][C:5]1[C:24]([CH3:25])=[CH:23][C:8]([C:9]([NH:11][NH:12][C:13]2[CH:18]=[C:17]([Cl:19])[CH:16]=[CH:15][C:14]=2[S:20][CH2:21][CH3:22])=[O:10])=[C:7]([N+:26]([O-])=O)[CH:6]=1.[OH-].[Na+], predict the reaction product. The product is: [NH2:26][C:7]1[CH:6]=[C:5]([Br:4])[C:24]([CH3:25])=[CH:23][C:8]=1[C:9]([NH:11][NH:12][C:13]1[CH:18]=[C:17]([Cl:19])[CH:16]=[CH:15][C:14]=1[S:20][CH2:21][CH3:22])=[O:10]. (2) The product is: [CH3:1][C:2]1[CH:7]=[CH:6][C:5]([S:8]([O:11][CH2:12][CH:13]2[CH2:17][C:16]3[CH:18]=[CH:19][CH:20]=[C:21]([C:25]4[C:26]([CH3:30])=[CH:27][CH:28]=[CH:29][C:24]=4[CH3:23])[C:15]=3[O:14]2)(=[O:10])=[O:9])=[CH:4][CH:3]=1. Given the reactants [CH3:1][C:2]1[CH:7]=[CH:6][C:5]([S:8]([O:11][CH2:12][CH:13]2[CH2:17][C:16]3[CH:18]=[CH:19][CH:20]=[C:21](Br)[C:15]=3[O:14]2)(=[O:10])=[O:9])=[CH:4][CH:3]=1.[CH3:23][C:24]1[CH:29]=[CH:28][CH:27]=[C:26]([CH3:30])[C:25]=1B(O)O.C(=O)([O-])[O-].[K+].[K+], predict the reaction product.